Dataset: Catalyst prediction with 721,799 reactions and 888 catalyst types from USPTO. Task: Predict which catalyst facilitates the given reaction. (1) Reactant: [F:1][C:2]([F:9])([F:8])[CH2:3][CH2:4][C:5](O)=[O:6].C(Cl)(=O)C(Cl)=O.[Br:16][C:17]1[CH:22]=[CH:21][CH:20]=[CH:19][CH:18]=1.[Cl-].[Al+3].[Cl-].[Cl-]. Product: [Br:16][C:17]1[CH:22]=[CH:21][C:20]([CH:5]([OH:6])[CH2:4][CH2:3][C:2]([F:9])([F:8])[F:1])=[CH:19][CH:18]=1. The catalyst class is: 136. (2) Reactant: [CH3:1][N:2]1[CH:6]=[CH:5][N:4]=[C:3]1[Si](CC)(CC)CC.C([Li])(C)(C)C.CCCCC.[Br:24][C:25]1[CH:32]=[C:31]([CH:33]=[O:34])[CH:30]=[CH:29][C:26]=1[C:27]#[N:28].[Cl-].[NH4+]. Product: [Br:24][C:25]1[CH:32]=[C:31]([CH:33]([OH:34])[C:6]2[N:2]([CH3:1])[CH:3]=[N:4][CH:5]=2)[CH:30]=[CH:29][C:26]=1[C:27]#[N:28]. The catalyst class is: 36. (3) Reactant: [N:1]1[CH:6]=[CH:5][CH:4]=[C:3]([C:7]([OH:9])=O)[N:2]=1.CN(C(ON1N=NC2C=CC=CC1=2)=[N+](C)C)C.[B-](F)(F)(F)F.C(N(C(C)C)C(C)C)C.[Cl:41][C:42]1[CH:47]=[CH:46][C:45]([C:48]2[CH:49]=[C:50]([NH2:61])[CH:51]=[N:52][C:53]=2[O:54][C@@H:55]([CH3:60])[C:56]([F:59])([F:58])[F:57])=[CH:44][CH:43]=1. Product: [Cl:41][C:42]1[CH:43]=[CH:44][C:45]([C:48]2[CH:49]=[C:50]([NH:61][C:7]([C:3]3[N:2]=[N:1][CH:6]=[CH:5][CH:4]=3)=[O:9])[CH:51]=[N:52][C:53]=2[O:54][C@@H:55]([CH3:60])[C:56]([F:57])([F:58])[F:59])=[CH:46][CH:47]=1. The catalyst class is: 3. (4) Reactant: [Cl:1][C:2]1[NH:11][C:10]2[C:9](=[O:12])[N:7]([CH3:8])[C:6](=[O:13])[N:5]([CH3:14])[C:4]=2[N:3]=1.[CH2:15]([CH:17]1[CH2:19][O:18]1)[CH3:16].CCN(C(C)C)C(C)C. Product: [CH3:8][N:7]1[C:9](=[O:12])[C:10]2[N:11]([CH2:19][CH:17]([OH:18])[CH2:15][CH3:16])[C:2]([Cl:1])=[N:3][C:4]=2[N:5]([CH3:14])[C:6]1=[O:13]. The catalyst class is: 9. (5) Reactant: [CH3:1][C:2]1[C:10]([S:11][CH3:12])=[C:9]([C:13]([F:16])([F:15])[F:14])[CH:8]=[CH:7][C:3]=1[C:4]([OH:6])=[O:5].[OH:17]O. Product: [CH3:1][C:2]1[C:10]([S:11]([CH3:12])=[O:17])=[C:9]([C:13]([F:14])([F:16])[F:15])[CH:8]=[CH:7][C:3]=1[C:4]([OH:6])=[O:5]. The catalyst class is: 15. (6) Reactant: [Cl:1][C:2]1[CH:3]=[C:4]([NH:16][C:17]2[C:26]3[C:21](=[CH:22][C:23]([O:28][C@H:29]4[CH2:33][CH2:32][O:31][CH2:30]4)=[C:24]([NH2:27])[CH:25]=3)[N:20]=[CH:19][N:18]=2)[CH:5]=[CH:6][C:7]=1[O:8][CH2:9][C:10]1[CH:15]=[CH:14][CH:13]=[CH:12][N:11]=1.[Br:34][CH2:35]/[CH:36]=[CH:37]/[C:38](Cl)=[O:39].O. Product: [Br:34][CH2:35]/[CH:36]=[CH:37]/[C:38]([NH:27][C:24]1[CH:25]=[C:26]2[C:21](=[CH:22][C:23]=1[O:28][C@H:29]1[CH2:33][CH2:32][O:31][CH2:30]1)[N:20]=[CH:19][N:18]=[C:17]2[NH:16][C:4]1[CH:5]=[CH:6][C:7]([O:8][CH2:9][C:10]2[CH:15]=[CH:14][CH:13]=[CH:12][N:11]=2)=[C:2]([Cl:1])[CH:3]=1)=[O:39]. The catalyst class is: 1. (7) Reactant: [Cl:1][C:2]1[S:6][C:5]([CH2:7][N:8]([CH3:19])[C:9]2[CH:14]=[CH:13][C:12]([N+:15]([O-])=O)=[C:11]([CH3:18])[CH:10]=2)=[CH:4][CH:3]=1.Cl.C(=O)(O)[O-].[Na+].C(=O)([O-])[O-].[Na+].[Na+]. Product: [Cl:1][C:2]1[S:6][C:5]([CH2:7][N:8]([CH3:19])[C:9]2[CH:14]=[CH:13][C:12]([NH2:15])=[C:11]([CH3:18])[CH:10]=2)=[CH:4][CH:3]=1. The catalyst class is: 186. (8) Reactant: [C:1]1([C:15]2[CH:20]=[CH:19][CH:18]=[CH:17][CH:16]=2)[CH:6]=[CH:5][C:4]([O:7][C@H:8]2[CH2:13][CH2:12][CH2:11][C@@H:10]([OH:14])[CH2:9]2)=[CH:3][CH:2]=1.[CH3:21][O:22][C@:23]([C:31]1[CH:36]=[CH:35][CH:34]=[CH:33][CH:32]=1)([C:27]([F:30])([F:29])[F:28])[C:24](O)=[O:25].CCN=C=NCCCN(C)C.Cl. Product: [C:1]1([C:15]2[CH:16]=[CH:17][CH:18]=[CH:19][CH:20]=2)[CH:6]=[CH:5][C:4]([O:7][C@H:8]2[CH2:13][CH2:12][CH2:11][C@@H:10]([O:14][C:24](=[O:25])[C@@:23]([O:22][CH3:21])([C:31]3[CH:32]=[CH:33][CH:34]=[CH:35][CH:36]=3)[C:27]([F:29])([F:30])[F:28])[CH2:9]2)=[CH:3][CH:2]=1. The catalyst class is: 166.